Dataset: Catalyst prediction with 721,799 reactions and 888 catalyst types from USPTO. Task: Predict which catalyst facilitates the given reaction. (1) Reactant: [F:1][C:2]1[CH:7]=[CH:6][C:5]([N:8]2[CH2:14][C:12](=O)[NH:11][C:9]2=[O:10])=[CH:4][CH:3]=1.[CH2:15]([O:17][C:18]1[CH:19]=[C:20]([CH:23]=[CH:24][C:25]=1[OH:26])[CH:21]=O)[CH3:16].C([O-])(=[O:29])C.[NH4+].O. Product: [F:1][C:2]1[CH:7]=[CH:6][C:5]([N:8]2[C:14](=[O:29])[C:12](=[CH:21][C:20]3[CH:23]=[CH:24][C:25]([OH:26])=[C:18]([O:17][CH2:15][CH3:16])[CH:19]=3)[NH:11][C:9]2=[O:10])=[CH:4][CH:3]=1. The catalyst class is: 15. (2) Reactant: [F:1][C:2]1[C:3]([O:47]C)=[CH:4][C:5]([CH2:42][C:43]([F:46])([F:45])[F:44])=[C:6]([C:8]2[N:13]=[C:12]3[NH:14][N:15]=[C:16]([C:17]4[NH:18][C:19]5[CH2:24][CH2:23][NH:22][CH2:21][C:20]=5[N:25]=4)[C:11]3=[C:10]([NH:26][CH2:27][C:28]3[CH:33]=[C:32]([O:34]C)[CH:31]=[CH:30][C:29]=3[N:36]([CH3:41])[S:37]([CH3:40])(=[O:39])=[O:38])[N:9]=2)[CH:7]=1.CCN(C(C)C)C(C)C.[C:58](Cl)(=[O:60])[CH3:59].B(Br)(Br)Br. Product: [C:58]([N:22]1[CH2:23][CH2:24][C:19]2[NH:18][C:17]([C:16]3[C:11]4[C:12](=[N:13][C:8]([C:6]5[CH:7]=[C:2]([F:1])[C:3]([OH:47])=[CH:4][C:5]=5[CH2:42][C:43]([F:46])([F:44])[F:45])=[N:9][C:10]=4[NH:26][CH2:27][C:28]4[CH:33]=[C:32]([OH:34])[CH:31]=[CH:30][C:29]=4[N:36]([CH3:41])[S:37]([CH3:40])(=[O:38])=[O:39])[NH:14][N:15]=3)=[N:25][C:20]=2[CH2:21]1)(=[O:60])[CH3:59]. The catalyst class is: 2. (3) Reactant: S(=O)(=O)(O)O.[C:6]1([CH:13]=[CH:12][CH:11]=[C:9]([OH:10])[CH:8]=1)[OH:7].[N:14]([O-])=[O:15].[Na+]. Product: [N:14]([C:11]1[CH:12]=[CH:13][C:6]([OH:7])=[CH:8][C:9]=1[OH:10])=[O:15]. The catalyst class is: 6.